From a dataset of Reaction yield outcomes from USPTO patents with 853,638 reactions. Predict the reaction yield, written as a fraction of the theoretical maximum amount of product (1.0 means a 100% yield; for example, 0.34 means a 34% yield). (1) The reactants are Cl.[NH2:2][C:3]([NH2:5])=[NH:4].CC([O-])(C)C.[K+].Cl[C:13]1[C:22]2[C:17](=[CH:18][CH:19]=[C:20]([C:23]3[CH:28]=[CH:27][CH:26]=[C:25]([C:29]#[N:30])[CH:24]=3)[CH:21]=2)[C:16]([Cl:31])=[CH:15][N:14]=1. The catalyst is COCCOC.CN1C(=O)CCC1. The product is [Cl:31][C:16]1[C:17]2[C:22](=[CH:21][C:20]([C:23]3[CH:28]=[CH:27][CH:26]=[C:25]([C:29]#[N:30])[CH:24]=3)=[CH:19][CH:18]=2)[C:13]([NH:4][C:3]([NH2:5])=[NH:2])=[N:14][CH:15]=1. The yield is 0.960. (2) The reactants are Cl[C:2]1[N:7]=[C:6]([C:8]([N:10]2[CH2:15][CH2:14][CH:13]([N:16]3[CH2:20][CH2:19][CH2:18][CH2:17]3)[CH2:12][CH2:11]2)=[O:9])[C:5]([CH3:21])=[CH:4][C:3]=1[C:22]1[CH:27]=[CH:26][CH:25]=[C:24]([C:28]([F:31])([F:30])[F:29])[CH:23]=1.C([Sn](CCCC)(CCCC)[C:37]1[CH:42]=[N:41][CH:40]=[CH:39][N:38]=1)CCC. The catalyst is CN(C=O)C.[Pd].C1(P(C2C=CC=CC=2)C2C=CC=CC=2)C=CC=CC=1.C1(P(C2C=CC=CC=2)C2C=CC=CC=2)C=CC=CC=1.C1(P(C2C=CC=CC=2)C2C=CC=CC=2)C=CC=CC=1.C1(P(C2C=CC=CC=2)C2C=CC=CC=2)C=CC=CC=1. The product is [CH3:21][C:5]1[C:6]([C:8]([N:10]2[CH2:15][CH2:14][CH:13]([N:16]3[CH2:20][CH2:19][CH2:18][CH2:17]3)[CH2:12][CH2:11]2)=[O:9])=[N:7][C:2]([C:37]2[CH:42]=[N:41][CH:40]=[CH:39][N:38]=2)=[C:3]([C:22]2[CH:27]=[CH:26][CH:25]=[C:24]([C:28]([F:31])([F:30])[F:29])[CH:23]=2)[CH:4]=1. The yield is 0.500. (3) The reactants are [OH-].[K+].[CH:3]1([C:9]#[C:10][CH3:11])[CH2:8][CH2:7][CH2:6][CH2:5][CH2:4]1.[SiH2:12]([CH2:15][CH3:16])[CH2:13][CH3:14]. The catalyst is O1CCCC1. The product is [CH:3]1([CH2:9][C:10]#[C:11][SiH:12]([CH2:15][CH3:16])[CH2:13][CH3:14])[CH2:8][CH2:7][CH2:6][CH2:5][CH2:4]1. The yield is 0.710. (4) The reactants are [O:1]1[C:5]2[CH:6]=[CH:7][C:8]([CH2:10][C:11]#N)=[CH:9][C:4]=2[O:3][CH2:2]1.Br[CH2:14][CH2:15]Cl.[OH-:17].[Na+].[OH2:19]. The catalyst is [Cl-].C([N+](CC)(CC)CC)C1C=CC=CC=1. The product is [O:1]1[C:5]2[CH:6]=[CH:7][C:8]([C:10]3([C:11]([OH:19])=[O:17])[CH2:15][CH2:14]3)=[CH:9][C:4]=2[O:3][CH2:2]1. The yield is 0.800. (5) The reactants are Br[C:2]1[CH:3]=[CH:4][C:5]2[O:14][C:13]3[C:12](=[O:15])[NH:11][C:10]([CH2:16][N:17]4[CH2:21][CH2:20][C@H:19]([OH:22])[CH2:18]4)=[N:9][C:8]=3[C:6]=2[CH:7]=1.C([O-])([O-])=O.[Cs+].[Cs+].[CH2:29]([OH:32])[C:30]#[CH:31]. The catalyst is C(O)(C)(C)C.O.[Pd]. The product is [OH:32][CH2:29][CH2:30][CH2:31][C:2]1[CH:3]=[CH:4][C:5]2[O:14][C:13]3[C:12](=[O:15])[NH:11][C:10]([CH2:16][N:17]4[CH2:21][CH2:20][C@H:19]([OH:22])[CH2:18]4)=[N:9][C:8]=3[C:6]=2[CH:7]=1. The yield is 0.140.